This data is from Full USPTO retrosynthesis dataset with 1.9M reactions from patents (1976-2016). The task is: Predict the reactants needed to synthesize the given product. (1) Given the product [Cl:25][C:15]1[C:16]([O:23][CH3:24])=[CH:17][C:18]([O:21][CH3:22])=[C:19]([Cl:20])[C:14]=1[NH:13][C:11]([C:8]1[C:4]2[N:5]=[CH:6][N:7]=[C:2]([NH:1][C:27]3[CH:35]=[C:34]4[C:30]([C:31]([C:43]([O:45][CH2:46][CH3:47])=[O:44])=[N:32][NH:33]4)=[CH:29][CH:28]=3)[C:3]=2[S:10][CH:9]=1)=[O:12], predict the reactants needed to synthesize it. The reactants are: [NH2:1][C:2]1[C:3]2[S:10][CH:9]=[C:8]([C:11]([NH:13][C:14]3[C:19]([Cl:20])=[C:18]([O:21][CH3:22])[CH:17]=[C:16]([O:23][CH3:24])[C:15]=3[Cl:25])=[O:12])[C:4]=2[N:5]=[CH:6][N:7]=1.Br[C:27]1[CH:35]=[C:34]2[C:30]([C:31]([C:43]([O:45][CH2:46][CH3:47])=[O:44])=[N:32][N:33]2C(OC(C)(C)C)=O)=[CH:29][CH:28]=1.CC1(C)C2C(=C(P(C3C=CC=CC=3)C3C=CC=CC=3)C=CC=2)OC2C(P(C3C=CC=CC=3)C3C=CC=CC=3)=CC=CC1=2.C([O-])([O-])=O.[Cs+].[Cs+]. (2) Given the product [NH2:16][C:17]1[N:25]=[C:24]([Cl:26])[CH:23]=[CH:22][C:18]=1[C:19]([NH:1][CH2:2][C:3]1[CH:8]=[CH:7][C:6]([NH:9][C:10]2[CH:11]=[CH:12][CH:13]=[CH:14][CH:15]=2)=[CH:5][CH:4]=1)=[O:20], predict the reactants needed to synthesize it. The reactants are: [NH2:1][CH2:2][C:3]1[CH:8]=[CH:7][C:6]([NH:9][C:10]2[CH:15]=[CH:14][CH:13]=[CH:12][CH:11]=2)=[CH:5][CH:4]=1.[NH2:16][C:17]1[N:25]=[C:24]([Cl:26])[CH:23]=[CH:22][C:18]=1[C:19](O)=[O:20].F[P-](F)(F)(F)(F)F.N1(O[P+](N(C)C)(N(C)C)N(C)C)C2C=CC=CC=2N=N1.C(N(CC)CC)C. (3) Given the product [NH2:23][C@H:20]1[CH2:21][CH2:22][C@H:17]([NH:16][C:15]2[C:14]3[C:9](=[CH:10][CH:11]=[C:12]([C:31]4[CH:32]=[C:33]([Cl:39])[C:34]([OH:38])=[C:35]([Cl:37])[CH:36]=4)[CH:13]=3)[N:8]=[CH:7][C:6]=2[C:4]([CH:1]2[CH2:2][CH2:3]2)=[O:5])[CH2:18][CH2:19]1, predict the reactants needed to synthesize it. The reactants are: [CH:1]1([C:4]([C:6]2[CH:7]=[N:8][C:9]3[C:14]([C:15]=2[NH:16][C@H:17]2[CH2:22][CH2:21][C@H:20]([NH:23]C(=O)OC(C)(C)C)[CH2:19][CH2:18]2)=[CH:13][C:12]([C:31]2[CH:36]=[C:35]([Cl:37])[C:34]([OH:38])=[C:33]([Cl:39])[CH:32]=2)=[CH:11][CH:10]=3)=[O:5])[CH2:3][CH2:2]1.C(O)(C(F)(F)F)=O. (4) Given the product [Cl:1][C:2]1[CH:7]=[CH:6][C:5]([S:8]([N:11]([C@@H:12]2[CH2:18][C:17]([F:19])([F:20])[CH2:16][CH2:15][NH:14][C:13]2=[O:21])[CH2:30][C:29]2[CH:28]=[CH:27][C:26]([S:23]([CH3:22])(=[O:25])=[O:24])=[CH:33][CH:32]=2)(=[O:9])=[O:10])=[CH:4][CH:3]=1, predict the reactants needed to synthesize it. The reactants are: [Cl:1][C:2]1[CH:7]=[CH:6][C:5]([S:8]([NH:11][C@@H:12]2[CH2:18][C:17]([F:20])([F:19])[CH2:16][CH2:15][NH:14][C:13]2=[O:21])(=[O:10])=[O:9])=[CH:4][CH:3]=1.[CH3:22][S:23]([C:26]1[CH:33]=[CH:32][C:29]([CH2:30]Br)=[CH:28][CH:27]=1)(=[O:25])=[O:24]. (5) Given the product [NH2:1][C:2]1[N:3]=[C:4]([Cl:13])[N:5]=[C:6]([C:8]#[N:9])[N:7]=1, predict the reactants needed to synthesize it. The reactants are: [NH2:1][C:2]1[NH:3][C:4](=O)[N:5]=[C:6]([C:8]#[N:9])[N:7]=1.P(Cl)(Cl)([Cl:13])=O.C(=O)([O-])[O-].[Na+].[Na+]. (6) Given the product [CH2:1]([CH:3]=[C:4]([CH3:15])[C:5]([O:7][O:8][C:9]1[CH:10]=[CH:11][CH:12]=[CH:13][CH:14]=1)=[O:6])[CH3:2].[CH3:28][O:27][C:22](=[O:26])[C:23]([CH3:25])=[CH2:24].[C:16]([O-:21])(=[O:20])[C:17]([CH3:19])=[CH2:18], predict the reactants needed to synthesize it. The reactants are: [CH2:1]([CH:3]=[C:4]([CH3:15])[C:5]([O:7][O:8][C:9]1[CH:14]=[CH:13][CH:12]=[CH:11][CH:10]=1)=[O:6])[CH3:2].[C:16]([OH:21])(=[O:20])[C:17]([CH3:19])=[CH2:18].[C:22]([O:27][CH3:28])(=[O:26])[C:23]([CH3:25])=[CH2:24].